Dataset: Retrosynthesis with 50K atom-mapped reactions and 10 reaction types from USPTO. Task: Predict the reactants needed to synthesize the given product. (1) Given the product C[C@@H]1CN(c2cccc3cc(F)ccc23)CCN1CCC1OCCc2cc(CN)ccc21, predict the reactants needed to synthesize it. The reactants are: C[C@@H]1CN(c2cccc3cc(F)ccc23)CCN1CCC1OCCc2cc(C#N)ccc21. (2) The reactants are: Clc1cc(N2CCc3ccccc3C2)c2ccccc2n1.OC[C@H]1CCCN1. Given the product OC[C@H]1CCCN1c1cc(N2CCc3ccccc3C2)c2ccccc2n1, predict the reactants needed to synthesize it. (3) Given the product N#Cc1cc(CN2CCC(Nc3ncnc4sc(Cl)cc34)CC2)ccc1F, predict the reactants needed to synthesize it. The reactants are: Clc1cc2c(NC3CCNCC3)ncnc2s1.N#Cc1cc(C=O)ccc1F. (4) Given the product COC(=O)Cc1ccc(Br)cc1C#C[Si](C)(C)C, predict the reactants needed to synthesize it. The reactants are: C#C[Si](C)(C)C.COC(=O)Cc1ccc(Br)cc1I.